This data is from Full USPTO retrosynthesis dataset with 1.9M reactions from patents (1976-2016). The task is: Predict the reactants needed to synthesize the given product. (1) Given the product [F:18][C:19]([F:26])([F:25])[S:20]([O-:23])(=[O:22])=[O:21].[C:1]([C:5]1[N:6]([CH3:19])[N:7]=[N+:8]([CH2:10][S:11][C:12]2[CH:17]=[CH:16][CH:15]=[CH:14][CH:13]=2)[CH:9]=1)([CH3:4])([CH3:2])[CH3:3], predict the reactants needed to synthesize it. The reactants are: [C:1]([C:5]1[N:6]=[N:7][N:8]([CH2:10][S:11][C:12]2[CH:17]=[CH:16][CH:15]=[CH:14][CH:13]=2)[CH:9]=1)([CH3:4])([CH3:3])[CH3:2].[F:18][C:19]([F:26])([F:25])[S:20]([O:23]C)(=[O:22])=[O:21]. (2) Given the product [CH3:1][O:2][C:3]1[CH:4]=[CH:5][CH:6]=[C:7]2[C:12]=1[CH2:11][CH:10]([N:13]([CH2:14][CH2:15][CH3:16])[C:23](=[O:25])[CH2:22][C-:17]1[CH:18]=[CH:19][CH:20]=[CH:21]1)[CH2:9][CH2:8]2.[CH-:26]1[CH:30]=[CH:29][CH:28]=[CH:27]1.[Fe+2:31], predict the reactants needed to synthesize it. The reactants are: [CH3:1][O:2][C:3]1[CH:4]=[CH:5][CH:6]=[C:7]2[C:12]=1[CH2:11][CH:10]([NH:13][CH2:14][CH2:15][CH3:16])[CH2:9][CH2:8]2.[C-:17]1([CH2:22][C:23]([OH:25])=O)[CH:21]=[CH:20][CH:19]=[CH:18]1.[CH-:26]1[CH:30]=[CH:29][CH:28]=[CH:27]1.[Fe+2:31]. (3) Given the product [CH2:1]([N:3]1[C:11]2[C:6](=[CH:7][C:8]([F:12])=[CH:9][CH:10]=2)[C:5]([CH3:13])=[C:4]1[C:14]([NH:17][CH2:18][C:19]1[CH:20]=[C:21]([CH:37]=[C:38]([F:40])[CH:39]=1)[O:22][C:23]1[CH:35]=[CH:34][C:26]([O:27][C:28]([CH3:33])([CH3:32])[C:29]([OH:31])=[O:30])=[C:25]([CH3:36])[CH:24]=1)=[O:16])[CH3:2], predict the reactants needed to synthesize it. The reactants are: [CH2:1]([N:3]1[C:11]2[C:6](=[CH:7][C:8]([F:12])=[CH:9][CH:10]=2)[C:5]([CH3:13])=[C:4]1[C:14]([OH:16])=O)[CH3:2].[NH2:17][CH2:18][C:19]1[CH:20]=[C:21]([CH:37]=[C:38]([F:40])[CH:39]=1)[O:22][C:23]1[CH:35]=[CH:34][C:26]([O:27][C:28]([CH3:33])([CH3:32])[C:29]([OH:31])=[O:30])=[C:25]([CH3:36])[CH:24]=1. (4) Given the product [Cl:1][C:2]1[CH:7]=[CH:6][C:5]([O:8][C:20]2[CH:27]=[CH:26][C:23]([C:24]#[N:25])=[CH:22][CH:21]=2)=[CH:4][C:3]=1[C:9]([F:10])([F:11])[F:12], predict the reactants needed to synthesize it. The reactants are: [Cl:1][C:2]1[CH:7]=[CH:6][C:5]([OH:8])=[CH:4][C:3]=1[C:9]([F:12])([F:11])[F:10].C([O-])([O-])=O.[K+].[K+].F[C:20]1[CH:27]=[CH:26][C:23]([C:24]#[N:25])=[CH:22][CH:21]=1. (5) Given the product [ClH:42].[CH3:1][O:2][C:3]1[CH:8]=[C:7]([CH3:9])[NH:6][C:5](=[O:10])[C:4]=1[CH2:11][NH:12][C:13]([C:15]1[C:23]2[C:18](=[CH:19][CH:20]=[CH:21][CH:22]=2)[N:17]([CH:24]([CH:26]2[CH2:27][CH2:28][NH:29][CH2:30][CH2:31]2)[CH3:25])[C:16]=1[CH3:39])=[O:14], predict the reactants needed to synthesize it. The reactants are: [CH3:1][O:2][C:3]1[CH:8]=[C:7]([CH3:9])[NH:6][C:5](=[O:10])[C:4]=1[CH2:11][NH:12][C:13]([C:15]1[C:23]2[C:18](=[CH:19][CH:20]=[CH:21][CH:22]=2)[N:17]([CH:24]([CH:26]2[CH2:31][CH2:30][N:29](C(OC(C)(C)C)=O)[CH2:28][CH2:27]2)[CH3:25])[C:16]=1[CH3:39])=[O:14].CO.[ClH:42]. (6) Given the product [Br:3][C:4]1[CH:12]=[CH:11][CH:10]=[C:9]2[C:5]=1[CH:6]=[CH:7][N:8]2[CH2:24][CH2:14][CH2:15][O:16][Si:17]([C:20]([CH3:23])([CH3:22])[CH3:21])([CH3:19])[CH3:18], predict the reactants needed to synthesize it. The reactants are: [H-].[Na+].[Br:3][C:4]1[CH:12]=[CH:11][CH:10]=[C:9]2[C:5]=1[CH:6]=[CH:7][NH:8]2.Br[CH2:14][CH2:15][O:16][Si:17]([C:20]([CH3:23])([CH3:22])[CH3:21])([CH3:19])[CH3:18].[CH3:24]N(C)C=O.